From a dataset of Reaction yield outcomes from USPTO patents with 853,638 reactions. Predict the reaction yield, written as a fraction of the theoretical maximum amount of product (1.0 means a 100% yield; for example, 0.34 means a 34% yield). (1) The product is [NH2:24][C:21]1[CH:22]=[CH:23][C:18]([O:17][C:16]2[CH:15]=[CH:14][N:13]=[C:12]3[N:8]([CH2:7][C:6]4[CH:27]=[CH:28][C:3]([O:2][CH3:1])=[CH:4][CH:5]=4)[N:9]=[C:10]([N:32]4[CH2:33][CH2:34][CH2:35][N:29]([C:36]([O:38][C:39]([CH3:42])([CH3:41])[CH3:40])=[O:37])[CH2:30][CH2:31]4)[C:11]=23)=[C:19]([F:25])[CH:20]=1. The reactants are [CH3:1][O:2][C:3]1[CH:28]=[CH:27][C:6]([CH2:7][N:8]2[C:12]3=[N:13][CH:14]=[CH:15][C:16]([O:17][C:18]4[CH:23]=[CH:22][C:21]([NH2:24])=[CH:20][C:19]=4[F:25])=[C:11]3[C:10](I)=[N:9]2)=[CH:5][CH:4]=1.[N:29]1([C:36]([O:38][C:39]([CH3:42])([CH3:41])[CH3:40])=[O:37])[CH2:35][CH2:34][CH2:33][NH:32][CH2:31][CH2:30]1.N1CCC[C@H]1C(O)=O.C([O-])([O-])=O.[K+].[K+]. The yield is 0.962. The catalyst is [Cu]I.CS(C)=O. (2) The product is [Cl:44][C:43]1[CH:42]=[C:41]2[C:37]([C:38]([C:45]([OH:47])=[O:46])=[N:39][NH:40]2)=[CH:36][C:35]=1[C:18]1[CH:23]=[CH:22][C:21]([C:24]2([OH:28])[CH2:27][CH2:26][CH2:25]2)=[CH:20][CH:19]=1. The reactants are CC1(C)COB(B2OCC(C)(C)CO2)OC1.Br[C:18]1[CH:23]=[CH:22][C:21]([C:24]2([OH:28])[CH2:27][CH2:26][CH2:25]2)=[CH:20][CH:19]=1.C([O-])(=O)C.[K+].Br[C:35]1[CH:36]=[C:37]2[C:41](=[CH:42][C:43]=1[Cl:44])[NH:40][N:39]=[C:38]2[C:45]([OH:47])=[O:46].C(=O)([O-])[O-].[K+].[K+]. The catalyst is O1CCOCC1.C1C=CC(P(C2C=CC=CC=2)[C-]2C=CC=C2)=CC=1.C1C=CC(P(C2C=CC=CC=2)[C-]2C=CC=C2)=CC=1.Cl[Pd]Cl.[Fe+2].ClCCl. The yield is 0.100. (3) The reactants are Cl[C:2]1[N:7]=[C:6]([CH3:8])[C:5]([F:9])=[CH:4][N:3]=1.[CH3:10][C:11]1[CH:12]=[C:13]([CH:15]=[C:16]([C:18]2[S:22][CH:21]=[N:20][CH:19]=2)[CH:17]=1)[NH2:14].CC1(C)C2C(=C(P(C3C=CC=CC=3)C3C=CC=CC=3)C=CC=2)OC2C(P(C3C=CC=CC=3)C3C=CC=CC=3)=CC=CC1=2.C(=O)([O-])[O-].[Cs+].[Cs+]. No catalyst specified. The product is [F:9][C:5]1[C:6]([CH3:8])=[N:7][C:2]([NH:14][C:13]2[CH:15]=[C:16]([C:18]3[S:22][CH:21]=[N:20][CH:19]=3)[CH:17]=[C:11]([CH3:10])[CH:12]=2)=[N:3][CH:4]=1. The yield is 0.570. (4) The reactants are C([Sn]([C:14]1[S:15][CH:16]=[CH:17][CH:18]=1)(CCCC)CCCC)CCC.[Cl:19][C:20]1[N:21]=[N:22][C:23](Cl)=[CH:24][CH:25]=1. The catalyst is CN(C=O)C.C1C=CC([P]([Pd]([P](C2C=CC=CC=2)(C2C=CC=CC=2)C2C=CC=CC=2)([P](C2C=CC=CC=2)(C2C=CC=CC=2)C2C=CC=CC=2)[P](C2C=CC=CC=2)(C2C=CC=CC=2)C2C=CC=CC=2)(C2C=CC=CC=2)C2C=CC=CC=2)=CC=1. The product is [S:15]1[CH:16]=[CH:17][CH:18]=[C:14]1[C:23]1[N:22]=[N:21][C:20]([Cl:19])=[CH:25][CH:24]=1. The yield is 0.473. (5) The catalyst is ClCCl. The reactants are C[O:2][C@@H:3]1[CH2:8][CH2:7][C@H:6]([N:9]2[C:17](=[O:18])[NH:16][C:15]3[C:10]2=[N:11][C:12]([C:23]2[CH:28]=[CH:27][CH:26]=[C:25]([O:29][Si](C(C)C)(C(C)C)C(C)C)[CH:24]=2)=[N:13][C:14]=3[C:19]([O:21]C)=O)[CH2:5][CH2:4]1.[NH2:40]C1C(C(OC)=O)=NC(C2C=CC=C(O[Si](C(C)C)(C(C)C)C(C)C)C=2)=NC=1N[C@H]1CC[C@@H](OC)CC1. The yield is 0.900. The product is [OH:2][C@@H:3]1[CH2:4][CH2:5][C@H:6]([N:9]2[C:17](=[O:18])[NH:16][C:15]3[C:10]2=[N:11][C:12]([C:23]2[CH:28]=[CH:27][CH:26]=[C:25]([OH:29])[CH:24]=2)=[N:13][C:14]=3[C:19]([NH2:40])=[O:21])[CH2:7][CH2:8]1. (6) The reactants are C([N:8]1[CH2:13][CH2:12][C@@H:11]([CH3:14])[C@@H:10]([N:15]2[C:24]3[C:19](=[CH:20][N:21]=[C:22]4[NH:27][CH:26]=[CH:25][C:23]4=3)[C:18](=[O:28])[CH:17]=[CH:16]2)[CH2:9]1)C1C=CC=CC=1.[ClH:29].CO. The catalyst is CO.[C].[Pd]. The product is [ClH:29].[CH3:14][C@@H:11]1[CH2:12][CH2:13][NH:8][CH2:9][C@@H:10]1[N:15]1[C:24]2[C:19](=[CH:20][N:21]=[C:22]3[NH:27][CH:26]=[CH:25][C:23]3=2)[C:18](=[O:28])[CH:17]=[CH:16]1. The yield is 1.00.